From a dataset of TCR-epitope binding with 47,182 pairs between 192 epitopes and 23,139 TCRs. Binary Classification. Given a T-cell receptor sequence (or CDR3 region) and an epitope sequence, predict whether binding occurs between them. (1) The epitope is GTSGSPIVNR. The TCR CDR3 sequence is CASSLQPSGTSFYNEQFF. Result: 1 (the TCR binds to the epitope). (2) The epitope is KLSALGINAV. The TCR CDR3 sequence is CASSPRGTGIDDFGYTF. Result: 0 (the TCR does not bind to the epitope). (3) The epitope is LLQTGIHVRVSQPSL. The TCR CDR3 sequence is CASSLWGSGETQYF. Result: 0 (the TCR does not bind to the epitope).